Dataset: Catalyst prediction with 721,799 reactions and 888 catalyst types from USPTO. Task: Predict which catalyst facilitates the given reaction. (1) Reactant: [NH2:1][C:2]1[S:3][CH:4]=[C:5]([C:7]#[N:8])[N:6]=1.[Br:9]Br. Product: [NH2:1][C:2]1[S:3][C:4]([Br:9])=[C:5]([C:7]#[N:8])[N:6]=1. The catalyst class is: 52. (2) Product: [Cl:1][C:2]1[CH:7]=[C:6]([F:8])[CH:5]=[CH:4][C:3]=1[CH2:9][NH:10][C:11](=[O:25])[CH2:12][C:13]1[C:17]([C:18]([F:21])([F:19])[F:20])=[N:16][N:15]([CH2:28][CH2:27][OH:26])[CH:14]=1. Reactant: [Cl:1][C:2]1[CH:7]=[C:6]([F:8])[CH:5]=[CH:4][C:3]=1[CH2:9][NH:10][C:11](=[O:25])[CH2:12][C:13]1[CH:14]=[N:15][N:16](CCO)[C:17]=1[C:18]([F:21])([F:20])[F:19].[OH:26][CH2:27][CH2:28]N1C=C(CC(O)=O)C(C(F)(F)F)=N1. The catalyst class is: 15. (3) Reactant: Cl[C:2]1C=CC=C(C(OO)=O)[CH:3]=1.C(S[C:15]1[CH:20]=[CH:19][CH:18]=[CH:17][C:16]=1[C:21]1[N:22]=[CH:23][C:24]2[N:30]=[CH:29][C:28]([C:31]([F:34])([F:33])[F:32])=[CH:27][C:25]=2[N:26]=1)C.[S:35]([O-:39])([O-])(=[O:37])=S.[Na+].[Na+]. Product: [CH2:2]([S:35]([C:15]1[CH:20]=[CH:19][CH:18]=[CH:17][C:16]=1[C:21]1[N:22]=[CH:23][C:24]2[N:30]=[CH:29][C:28]([C:31]([F:33])([F:34])[F:32])=[CH:27][C:25]=2[N:26]=1)(=[O:39])=[O:37])[CH3:3]. The catalyst class is: 22.